Dataset: NCI-60 drug combinations with 297,098 pairs across 59 cell lines. Task: Regression. Given two drug SMILES strings and cell line genomic features, predict the synergy score measuring deviation from expected non-interaction effect. (1) Drug 1: C1=C(C(=O)NC(=O)N1)N(CCCl)CCCl. Drug 2: CC(C)NC(=O)C1=CC=C(C=C1)CNNC.Cl. Cell line: M14. Synergy scores: CSS=6.49, Synergy_ZIP=-6.42, Synergy_Bliss=-5.56, Synergy_Loewe=-16.6, Synergy_HSA=-9.64. (2) Drug 1: CC1C(C(=O)NC(C(=O)N2CCCC2C(=O)N(CC(=O)N(C(C(=O)O1)C(C)C)C)C)C(C)C)NC(=O)C3=C4C(=C(C=C3)C)OC5=C(C(=O)C(=C(C5=N4)C(=O)NC6C(OC(=O)C(N(C(=O)CN(C(=O)C7CCCN7C(=O)C(NC6=O)C(C)C)C)C)C(C)C)C)N)C. Drug 2: CN(CC1=CN=C2C(=N1)C(=NC(=N2)N)N)C3=CC=C(C=C3)C(=O)NC(CCC(=O)O)C(=O)O. Cell line: SF-539. Synergy scores: CSS=57.4, Synergy_ZIP=-7.75, Synergy_Bliss=-5.70, Synergy_Loewe=-3.95, Synergy_HSA=-1.04. (3) Cell line: ACHN. Synergy scores: CSS=0.979, Synergy_ZIP=0.188, Synergy_Bliss=-0.549, Synergy_Loewe=-1.42, Synergy_HSA=-1.45. Drug 1: CC(C)(C#N)C1=CC(=CC(=C1)CN2C=NC=N2)C(C)(C)C#N. Drug 2: CC(C)CN1C=NC2=C1C3=CC=CC=C3N=C2N.